Dataset: Catalyst prediction with 721,799 reactions and 888 catalyst types from USPTO. Task: Predict which catalyst facilitates the given reaction. (1) Reactant: [O:1]1[CH2:6][CH2:5][N:4]([CH2:7][CH2:8][NH:9][C:10]2[N:15]=[CH:14][C:13]([C:16]3[CH:21]=[CH:20][C:19]([NH:22][C:23]([NH:25][C:26]4[CH:30]=[C:29]([C:31]5([C:34]([F:37])([F:36])[F:35])[CH2:33][CH2:32]5)[O:28][N:27]=4)=[O:24])=[CH:18][CH:17]=3)=[CH:12][CH:11]=2)[CH2:3][CH2:2]1.[S:38]([OH:42])([CH3:41])(=[O:40])=[O:39]. Product: [CH3:41][S:38]([O-:42])(=[O:40])=[O:39].[F:37][C:34]([F:35])([F:36])[C:31]1([C:29]2[O:28][N:27]=[C:26]([NH:25][C:23](=[O:24])[NH:22][C:19]3[CH:20]=[CH:21][C:16]([C:13]4[CH:12]=[CH:11][C:10]([NH:9][CH2:8][CH2:7][NH+:4]5[CH2:3][CH2:2][O:1][CH2:6][CH2:5]5)=[N:15][CH:14]=4)=[CH:17][CH:18]=3)[CH:30]=2)[CH2:33][CH2:32]1. The catalyst class is: 23. (2) Reactant: [C:1]1([C:7]2[N:8]=[C:9]3[CH:14]=[CH:13][CH:12]=[CH:11][N:10]3[C:15]=2[C:16]([OH:18])=O)[CH:6]=[CH:5][CH:4]=[CH:3][CH:2]=1.[CH2:19]([N:21](CC)[CH2:22][CH3:23])[CH3:20].C[N:27]([CH3:36])CCCN=C=NCC.[OH2:37].O[N:39]1[C:43]2[CH:44]=[CH:45][CH:46]=[CH:47][C:42]=2N=N1. Product: [C:1]1([C:7]2[N:8]=[C:9]3[CH:14]=[CH:13][CH:12]=[CH:11][N:10]3[C:15]=2[C:16]([N:21]2[CH2:22][CH2:23][N:39]([C:43]3[CH:42]=[C:47]([CH:46]=[CH:45][CH:44]=3)[C:36]([NH2:27])=[O:37])[CH2:20][CH2:19]2)=[O:18])[CH:2]=[CH:3][CH:4]=[CH:5][CH:6]=1. The catalyst class is: 4. (3) Reactant: [Cl:1][C:2]1[CH:3]=[C:4]([C:12]2[O:16][N:15]=[C:14]([CH2:17][OH:18])[CH:13]=2)[CH:5]=[CH:6][C:7]=1[O:8][CH:9]([CH3:11])[CH3:10].CC(OI1(OC(C)=O)(OC(C)=O)OC(=O)C2C=CC=CC1=2)=O.CCOC(C)=O.CCCCCCC. Product: [Cl:1][C:2]1[CH:3]=[C:4]([C:12]2[O:16][N:15]=[C:14]([CH:17]=[O:18])[CH:13]=2)[CH:5]=[CH:6][C:7]=1[O:8][CH:9]([CH3:11])[CH3:10]. The catalyst class is: 4. (4) Reactant: [CH3:1][N:2]1[C:6]([CH3:7])=[C:5]([C:8](=[O:17])[N:9]([CH3:16])[C:10]2[CH:15]=[CH:14][CH:13]=[CH:12][CH:11]=2)[CH:4]=[C:3]1[C:18]1[CH:19]=[C:20]2[C:25](=[CH:26][C:27]=1[C:28]([N:30]1[C@H:39]([CH3:40])[CH2:38][C:37]3[C:32](=[CH:33][CH:34]=[CH:35][CH:36]=3)[CH2:31]1)=[O:29])[CH2:24][N:23]([C:41](Cl)=[O:42])[CH2:22][CH2:21]2.C(=O)([O-])[O-].[K+].[K+].[OH:50][C:51]1[CH:58]=[CH:57][C:54]([C:55]#[N:56])=[CH:53][CH:52]=1. Product: [CH3:1][N:2]1[C:6]([CH3:7])=[C:5]([C:8](=[O:17])[N:9]([CH3:16])[C:10]2[CH:11]=[CH:12][CH:13]=[CH:14][CH:15]=2)[CH:4]=[C:3]1[C:18]1[CH:19]=[C:20]2[C:25](=[CH:26][C:27]=1[C:28]([N:30]1[C@H:39]([CH3:40])[CH2:38][C:37]3[C:32](=[CH:33][CH:34]=[CH:35][CH:36]=3)[CH2:31]1)=[O:29])[CH2:24][N:23]([C:41]([O:50][C:51]1[CH:58]=[CH:57][C:54]([C:55]#[N:56])=[CH:53][CH:52]=1)=[O:42])[CH2:22][CH2:21]2. The catalyst class is: 115. (5) Reactant: [Cl-].[CH3:2][O:3]C[P+](C1C=CC=CC=1)(C1C=CC=CC=1)C1C=CC=CC=1.[Li+].C[Si]([N-][Si](C)(C)C)(C)C.[O:34]1[CH2:39][CH:38]=[C:37]([C:40]([CH3:44])([CH3:43])[CH:41]=O)[CH2:36][CH2:35]1.Cl. Product: [O:34]1[CH2:39][CH:38]=[C:37]([C:40]([CH3:44])([CH3:43])[CH2:41][CH:2]=[O:3])[CH2:36][CH2:35]1. The catalyst class is: 30.